Dataset: Forward reaction prediction with 1.9M reactions from USPTO patents (1976-2016). Task: Predict the product of the given reaction. Given the reactants [CH2:1]1[C:10]2[C:5](=CC=[CH:8][CH:9]=2)[CH2:4][CH2:3][N:2]1[CH2:11][CH2:12][CH2:13][CH2:14][O:15][C:16]1[N:25]=[C:24]2[C:19]([CH2:20][CH2:21][C:22](=[O:26])[NH:23]2)=[CH:18][CH:17]=1.[S:27]1C2CCNCC=2C=C1, predict the reaction product. The product is: [S:27]1[C:5]2[CH2:4][CH2:3][N:2]([CH2:11][CH2:12][CH2:13][CH2:14][O:15][C:16]3[N:25]=[C:24]4[C:19]([CH2:20][CH2:21][C:22](=[O:26])[NH:23]4)=[CH:18][CH:17]=3)[CH2:1][C:10]=2[CH:9]=[CH:8]1.